From a dataset of Full USPTO retrosynthesis dataset with 1.9M reactions from patents (1976-2016). Predict the reactants needed to synthesize the given product. (1) Given the product [CH3:16][N:1]1[C:9]2[C:4](=[CH:5][C:6]([CH:10]=[O:11])=[CH:7][CH:8]=2)[CH:3]=[CH:2]1, predict the reactants needed to synthesize it. The reactants are: [NH:1]1[C:9]2[C:4](=[CH:5][C:6]([CH:10]=[O:11])=[CH:7][CH:8]=2)[CH:3]=[CH:2]1.[H-].[Na+].CI.[C:16](OCC)(=O)C. (2) Given the product [C:1]([O:4][CH2:5][C:6]([N:41]1[CH2:40][CH2:39][N:38]([C:35]2[CH:34]=[CH:33][C:32]([O:31][CH2:24][C:25]3[CH:26]=[CH:27][CH:28]=[CH:29][CH:30]=3)=[CH:37][CH:36]=2)[CH2:43][CH2:42]1)=[O:8])(=[O:3])[CH3:2], predict the reactants needed to synthesize it. The reactants are: [C:1]([O:4][CH2:5][C:6]([OH:8])=O)(=[O:3])[CH3:2].C(N(CC)CC)C.ClC(OCC(C)C)=O.[CH2:24]([O:31][C:32]1[CH:37]=[CH:36][C:35]([N:38]2[CH2:43][CH2:42][NH:41][CH2:40][CH2:39]2)=[CH:34][CH:33]=1)[C:25]1[CH:30]=[CH:29][CH:28]=[CH:27][CH:26]=1. (3) The reactants are: [NH2:1][C:2]1[CH:10]=[C:9]2[C:5]([CH2:6][C:7](=[O:11])[NH:8]2)=[CH:4][C:3]=1[F:12].[F:13][C:14]1[CH:21]=[CH:20][C:17]([CH:18]=O)=[CH:16][CH:15]=1.[BH4-].[Na+].O. Given the product [F:12][C:3]1[CH:4]=[C:5]2[C:9](=[CH:10][C:2]=1[NH:1][CH2:18][C:17]1[CH:20]=[CH:21][C:14]([F:13])=[CH:15][CH:16]=1)[NH:8][C:7](=[O:11])[CH2:6]2, predict the reactants needed to synthesize it. (4) Given the product [N+:1]([C:4]1[CH:5]=[C:6]([CH:17]=[C:18]([N+:20]([O-:22])=[O:21])[CH:19]=1)[C:7]([O:9][CH2:10][CH2:11][CH2:12][CH2:13][CH2:14][CH2:15][O:16][C:34](=[O:35])/[CH:33]=[CH:32]/[C:29]1[CH:28]=[CH:27][C:26]([O:25][C:24]([F:23])([F:51])[C:37]2[CH:42]=[CH:41][C:40]([O:43][CH2:44][CH2:45][CH2:46][C:47]([F:50])([F:49])[F:48])=[CH:39][CH:38]=2)=[CH:31][CH:30]=1)=[O:8])([O-:3])=[O:2], predict the reactants needed to synthesize it. The reactants are: [N+:1]([C:4]1[CH:5]=[C:6]([CH:17]=[C:18]([N+:20]([O-:22])=[O:21])[CH:19]=1)[C:7]([O:9][CH2:10][CH2:11][CH2:12][CH2:13][CH2:14][CH2:15][OH:16])=[O:8])([O-:3])=[O:2].[F:23][C:24]([F:51])([C:37]1[CH:42]=[CH:41][C:40]([O:43][CH2:44][CH2:45][CH2:46][C:47]([F:50])([F:49])[F:48])=[CH:39][CH:38]=1)[O:25][C:26]1[CH:31]=[CH:30][C:29](/[CH:32]=[CH:33]/[C:34](O)=[O:35])=[CH:28][CH:27]=1.Cl.CN(C)CCCN=C=NCC.